Regression. Given a peptide amino acid sequence and an MHC pseudo amino acid sequence, predict their binding affinity value. This is MHC class II binding data. From a dataset of Peptide-MHC class II binding affinity with 134,281 pairs from IEDB. (1) The binding affinity (normalized) is 0.235. The peptide sequence is ILDNAAKYVEHDP. The MHC is HLA-DPA10201-DPB10101 with pseudo-sequence HLA-DPA10201-DPB10101. (2) The binding affinity (normalized) is 0.165. The peptide sequence is ISATPEWATPFPHRK. The MHC is HLA-DPA10301-DPB10402 with pseudo-sequence HLA-DPA10301-DPB10402. (3) The peptide sequence is GTLVKTITNDQIEVT. The MHC is DRB1_0301 with pseudo-sequence DRB1_0301. The binding affinity (normalized) is 0.349. (4) The peptide sequence is VPGNKKFVVNNLFFN. The MHC is DRB3_0101 with pseudo-sequence DRB3_0101. The binding affinity (normalized) is 0.484. (5) The peptide sequence is AARTAGTTVYGAFAA. The MHC is HLA-DQA10102-DQB10602 with pseudo-sequence HLA-DQA10102-DQB10602. The binding affinity (normalized) is 0.872. (6) The peptide sequence is KALYDLQRSAMVYSS. The MHC is HLA-DQA10301-DQB10302 with pseudo-sequence HLA-DQA10301-DQB10302. The binding affinity (normalized) is 0.186.